This data is from Forward reaction prediction with 1.9M reactions from USPTO patents (1976-2016). The task is: Predict the product of the given reaction. (1) Given the reactants [Br:1][C:2]1[CH:3]=[C:4]([NH:9][CH:10]2[CH2:15][CH2:14][N:13]([C@H:16]3[CH2:21][CH2:20][C@H:19]([O:22][CH2:23][CH3:24])[CH2:18][CH2:17]3)[CH2:12][CH2:11]2)[C:5]([NH2:8])=[CH:6][CH:7]=1.C(N(C(C)C)CC)(C)C.[Cl:34][C:35](Cl)([O:37]C(=O)OC(Cl)(Cl)Cl)Cl, predict the reaction product. The product is: [ClH:34].[Br:1][C:2]1[CH:7]=[CH:6][C:5]2[NH:8][C:35](=[O:37])[N:9]([CH:10]3[CH2:15][CH2:14][N:13]([C@H:16]4[CH2:21][CH2:20][C@H:19]([O:22][CH2:23][CH3:24])[CH2:18][CH2:17]4)[CH2:12][CH2:11]3)[C:4]=2[CH:3]=1. (2) Given the reactants [CH2:1]([O:8][C@H:9]1[CH2:13][CH2:12][CH2:11][C@@H:10]1[C:14]1[NH:18][N:17]=[CH:16][CH:15]=1)[C:2]1[CH:7]=[CH:6][CH:5]=[CH:4][CH:3]=1.[O:19]1[CH:24]=[CH:23][CH2:22][CH2:21][CH2:20]1.O.C1(C)C=CC(S(O)(=O)=O)=CC=1, predict the reaction product. The product is: [CH2:1]([O:8][C@H:9]1[CH2:13][CH2:12][CH2:11][C@@H:10]1[C:14]1[CH:15]=[CH:16][N:17]([CH:20]2[CH2:21][CH2:22][CH2:23][CH2:24][O:19]2)[N:18]=1)[C:2]1[CH:3]=[CH:4][CH:5]=[CH:6][CH:7]=1. (3) Given the reactants Br[C:2]1[CH:15]=[C:14]([F:16])[C:13]2[O:12][C:11]3[C:6](=[CH:7][C:8]([O:17][CH3:18])=[CH:9][CH:10]=3)[C@@:5]3([CH2:22][O:21][C:20]([NH2:23])=[N:19]3)[C:4]=2[CH:3]=1.CC1(C)C2C=CC=C(P(C3C=CC=CC=3)C3C=CC=CC=3)C=2OC2C1=CC=CC=2P(C1C=CC=CC=1)C1C=CC=CC=1.C(=O)([O-])[O-].[Cs+].[Cs+].[NH:72]1[CH2:76][CH2:75][CH2:74][C:73]1=[O:77], predict the reaction product. The product is: [NH2:23][C:20]1[O:21][CH2:22][C@:5]2([N:19]=1)[C:6]1[CH:7]=[C:8]([O:17][CH3:18])[CH:9]=[CH:10][C:11]=1[O:12][C:13]1[C:4]2=[CH:3][C:2]([N:72]2[CH2:76][CH2:75][CH2:74][C:73]2=[O:77])=[CH:15][C:14]=1[F:16].